From a dataset of Peptide-MHC class II binding affinity with 134,281 pairs from IEDB. Regression. Given a peptide amino acid sequence and an MHC pseudo amino acid sequence, predict their binding affinity value. This is MHC class II binding data. (1) The peptide sequence is LLKDLEEGIQTLMGR. The MHC is DRB4_0101 with pseudo-sequence DRB4_0103. The binding affinity (normalized) is 0.257. (2) The peptide sequence is LLFFLALSICARISS. The MHC is H-2-IAb with pseudo-sequence H-2-IAb. The binding affinity (normalized) is 0. (3) The peptide sequence is SVAYKAAVGATPEAK. The MHC is DRB1_0101 with pseudo-sequence DRB1_0101. The binding affinity (normalized) is 0.843.